This data is from Catalyst prediction with 721,799 reactions and 888 catalyst types from USPTO. The task is: Predict which catalyst facilitates the given reaction. (1) Reactant: [CH2:1]([C:3]1[N:7]([C:8]2[N:16]=[C:15]3[C:11]([N:12]=[C:13]([CH:18]=O)[N:14]3[CH3:17])=[C:10]([N:20]3[CH2:25][CH2:24][O:23][CH2:22][CH2:21]3)[N:9]=2)[C:6]2[CH:26]=[CH:27][CH:28]=[CH:29][C:5]=2[N:4]=1)[CH3:2].[NH:30]1[CH2:33][CH:32]([CH2:34][N:35]([CH3:40])[CH:36]2[CH2:39][O:38][CH2:37]2)[CH2:31]1.C(O[BH-](OC(=O)C)OC(=O)C)(=O)C.[Na+]. Product: [CH2:1]([C:3]1[N:7]([C:8]2[N:16]=[C:15]3[C:11]([N:12]=[C:13]([CH2:18][N:30]4[CH2:31][CH:32]([CH2:34][N:35]([CH3:40])[CH:36]5[CH2:37][O:38][CH2:39]5)[CH2:33]4)[N:14]3[CH3:17])=[C:10]([N:20]3[CH2:25][CH2:24][O:23][CH2:22][CH2:21]3)[N:9]=2)[C:6]2[CH:26]=[CH:27][CH:28]=[CH:29][C:5]=2[N:4]=1)[CH3:2]. The catalyst class is: 26. (2) The catalyst class is: 373. Product: [CH2:1]([O:8][C:9]1[C:14](=[O:15])[CH:13]=[CH:12][N:11]2[CH2:20][CH2:19][N:18]([CH2:22][C:23]3[CH:28]=[CH:27][C:26]([F:29])=[CH:25][CH:24]=3)[C:16](=[O:17])[C:10]=12)[C:2]1[CH:3]=[CH:4][CH:5]=[CH:6][CH:7]=1. Reactant: [CH2:1]([O:8][C:9]1[C:14](=[O:15])[CH:13]=[CH:12][NH:11][C:10]=1[C:16]([N:18]([CH2:22][C:23]1[CH:28]=[CH:27][C:26]([F:29])=[CH:25][CH:24]=1)[CH2:19][CH2:20]O)=[O:17])[C:2]1[CH:7]=[CH:6][CH:5]=[CH:4][CH:3]=1.S(Cl)(Cl)=O.N1C=CC=CC=1. (3) Reactant: C(Cl)(=O)C(Cl)=O.[CH3:7][N:8]1[CH:12]=[C:11]([C:13]2[CH:22]=[CH:21][CH:20]=[C:19]3[C:14]=2[CH:15]=[CH:16][C:17]([C:23]([OH:25])=O)=[CH:18]3)[CH:10]=[N:9]1.Cl.[NH2:27][C:28]([NH2:30])=[NH:29].[OH-].[Na+]. Product: [CH3:7][N:8]1[CH:12]=[C:11]([C:13]2[CH:22]=[CH:21][CH:20]=[C:19]3[C:14]=2[CH:15]=[CH:16][C:17]([C:23]([NH:29][C:28]([NH2:30])=[NH:27])=[O:25])=[CH:18]3)[CH:10]=[N:9]1. The catalyst class is: 120. (4) Reactant: C([CH:3]([O:7][C:8]1[CH:12]=[C:11]([C:13](O)=O)[N:10]([CH3:16])[N:9]=1)[C:4]([OH:6])=[O:5])C.CCN=C=NCCCN(C)C.Cl.[CH2:29]([N:33]1[C:40]([NH2:41])=[C:39]([NH2:42])[C:37](=[O:38])[N:36]([CH2:43][CH:44]([CH3:46])[CH3:45])[C:34]1=[O:35])[CH:30]([CH3:32])[CH3:31]. Product: [CH2:43]([N:36]1[C:37](=[O:38])[C:39]2[NH:42][C:13]([C:11]3[N:10]([CH3:16])[N:9]=[C:8]([O:7][CH2:3][C:4]([OH:6])=[O:5])[CH:12]=3)=[N:41][C:40]=2[N:33]([CH2:29][CH:30]([CH3:32])[CH3:31])[C:34]1=[O:35])[CH:44]([CH3:46])[CH3:45]. The catalyst class is: 5. (5) Reactant: Cl.[CH3:2][C:3]([CH3:48])([CH2:46][CH3:47])[CH2:4][C:5]1[N:6]=[C:7]([CH2:29][CH:30]([C:33]2[CH:38]=[CH:37][C:36]([C:39]3[CH:44]=[CH:43][C:42]([F:45])=[CH:41][N:40]=3)=[CH:35][CH:34]=2)[NH:31][CH3:32])[N:8](C(C2C=CC=CC=2)(C2C=CC=CC=2)C2C=CC=CC=2)[CH:9]=1. Product: [CH3:2][C:3]([CH3:48])([CH2:46][CH3:47])[CH2:4][C:5]1[N:6]=[C:7]([CH2:29][CH:30]([C:33]2[CH:38]=[CH:37][C:36]([C:39]3[CH:44]=[CH:43][C:42]([F:45])=[CH:41][N:40]=3)=[CH:35][CH:34]=2)[NH:31][CH3:32])[NH:8][CH:9]=1. The catalyst class is: 5. (6) Reactant: [F:1][C:2]1[CH:8]=[C:7]([N+:9]([O-:11])=[O:10])[CH:6]=[CH:5][C:3]=1[NH2:4].[C:12](O[C:12]([O:14][C:15]([CH3:18])([CH3:17])[CH3:16])=[O:13])([O:14][C:15]([CH3:18])([CH3:17])[CH3:16])=[O:13].C(N(CC)CC)C. Product: [C:15]([O:14][C:12]([NH:4][C:3]1[CH:5]=[CH:6][C:7]([N+:9]([O-:11])=[O:10])=[CH:8][C:2]=1[F:1])=[O:13])([CH3:18])([CH3:17])[CH3:16]. The catalyst class is: 172.